From a dataset of Forward reaction prediction with 1.9M reactions from USPTO patents (1976-2016). Predict the product of the given reaction. (1) Given the reactants [CH2:1]([O:3][C:4]([CH:6]1[CH2:11][CH2:10][CH:9]([CH2:12][C:13]([OH:15])=O)[CH2:8][CH2:7]1)=[O:5])[CH3:2].[C:16]1([CH:23]=[CH:22][CH:21]=[C:19]([OH:20])[CH:18]=1)[OH:17].C([O-])([O-])=O.[Na+].[Na+], predict the reaction product. The product is: [OH:17][C:16]1[CH:18]=[C:19]([OH:20])[CH:21]=[CH:22][C:23]=1[C:13](=[O:15])[CH2:12][CH:9]1[CH2:8][CH2:7][CH:6]([C:4]([O:3][CH2:1][CH3:2])=[O:5])[CH2:11][CH2:10]1. (2) Given the reactants [CH2:1]([CH:5]1[C:14]2[C:9](=[CH:10][C:11]([N+:15]([O-])=O)=[CH:12][CH:13]=2)[C:7](=[O:8])[O:6]1)[CH2:2][CH2:3][CH3:4], predict the reaction product. The product is: [NH2:15][C:11]1[CH:10]=[C:9]2[C:14]([CH:5]([CH2:1][CH2:2][CH2:3][CH3:4])[O:6][C:7]2=[O:8])=[CH:13][CH:12]=1. (3) Given the reactants [CH:1]1([N:4]([CH:18]2[CH2:23][CH2:22][NH:21][CH2:20][CH2:19]2)[S:5]([C:8]2[CH:13]=[CH:12][CH:11]=[C:10]([C:14]([F:17])([F:16])[F:15])[CH:9]=2)(=[O:7])=[O:6])[CH2:3][CH2:2]1.[C:24]([O:28][C:29]([NH:31][CH:32]([CH2:36][C:37]1[CH:42]=[CH:41][C:40]([C:43]#[N:44])=[CH:39][CH:38]=1)[C:33](O)=[O:34])=[O:30])([CH3:27])([CH3:26])[CH3:25].O.ON1C2C=CC=CC=2N=N1.Cl.CN(C)CCCN=C=NCC, predict the reaction product. The product is: [C:24]([O:28][C:29](=[O:30])[NH:31][CH:32]([CH2:36][C:37]1[CH:42]=[CH:41][C:40]([C:43]#[N:44])=[CH:39][CH:38]=1)[C:33]([N:21]1[CH2:22][CH2:23][CH:18]([N:4]([CH:1]2[CH2:3][CH2:2]2)[S:5]([C:8]2[CH:13]=[CH:12][CH:11]=[C:10]([C:14]([F:17])([F:15])[F:16])[CH:9]=2)(=[O:6])=[O:7])[CH2:19][CH2:20]1)=[O:34])([CH3:27])([CH3:25])[CH3:26]. (4) Given the reactants [F:1][C:2]1[CH:7]=[CH:6][C:5]([C:8]2[C:9]([C:26]3[S:27][CH:28]=[CH:29][CH:30]=3)=[C:10]([C:14]([CH:16]([C:18]3[CH:23]=[CH:22][C:21]([CH3:24])=[C:20]([Cl:25])[CH:19]=3)[OH:17])=[O:15])[CH:11]=[CH:12][CH:13]=2)=[CH:4][CH:3]=1.[Bi]=O, predict the reaction product. The product is: [F:1][C:2]1[CH:3]=[CH:4][C:5]([C:8]2[C:9]([C:26]3[S:27][CH:28]=[CH:29][CH:30]=3)=[C:10]([C:14]([C:16]([C:18]3[CH:23]=[CH:22][C:21]([CH3:24])=[C:20]([Cl:25])[CH:19]=3)=[O:17])=[O:15])[CH:11]=[CH:12][CH:13]=2)=[CH:6][CH:7]=1. (5) Given the reactants [CH3:1][N:2]([C:19]1[CH:24]=[CH:23][CH:22]=[CH:21][CH:20]=1)[C:3]1[N:8]=[C:7]([NH2:9])[N:6]=[C:5]([C:10]2[N:14]=[C:13](C(Cl)(Cl)Cl)[O:12][N:11]=2)[N:4]=1.C(=O)([O-])[O-].[K+].[K+].Cl.[F:32][C:33]([F:44])([F:43])[CH2:34][O:35][CH2:36][CH:37]1[CH2:42][CH2:41][NH:40][CH2:39][CH2:38]1, predict the reaction product. The product is: [CH3:1][N:2]([C:19]1[CH:24]=[CH:23][CH:22]=[CH:21][CH:20]=1)[C:3]1[N:8]=[C:7]([NH2:9])[N:6]=[C:5]([C:10]2[N:14]=[C:13]([N:40]3[CH2:39][CH2:38][CH:37]([CH2:36][O:35][CH2:34][C:33]([F:32])([F:43])[F:44])[CH2:42][CH2:41]3)[O:12][N:11]=2)[N:4]=1. (6) Given the reactants C(O)(=O)C.[CH:5]([NH2:7])=[NH:6].N[C:9]1[CH:17]=[C:16]([F:18])[CH:15]=[CH:14][C:10]=1[C:11](O)=[O:12], predict the reaction product. The product is: [F:18][C:16]1[CH:17]=[C:9]2[C:10]([C:11]([OH:12])=[N:6][CH:5]=[N:7]2)=[CH:14][CH:15]=1. (7) The product is: [Cl:24][CH:25]([Cl:29])[C:26]([NH:1][CH2:2][C@H:3]1[C@H:11]2[N:6]([C:7]3[CH:15]=[CH:14][C:13]([N:16]4[CH2:21][CH2:20][O:19][CH2:18][C:17]4=[O:22])=[CH:12][C:8]=3[O:9][CH2:10]2)[C:5](=[O:23])[O:4]1)=[O:27]. Given the reactants [NH2:1][CH2:2][C@H:3]1[C@H:11]2[N:6]([C:7]3[CH:15]=[CH:14][C:13]([N:16]4[CH2:21][CH2:20][O:19][CH2:18][C:17]4=[O:22])=[CH:12][C:8]=3[O:9][CH2:10]2)[C:5](=[O:23])[O:4]1.[Cl:24][CH:25]([Cl:29])[C:26](Cl)=[O:27], predict the reaction product. (8) The product is: [CH2:3]([O:6][C:7]1[CH:12]=[CH:11][C:10]([CH2:13][O:23][CH2:22][CH2:21][N:16]2[CH:20]=[CH:19][N:18]=[N:17]2)=[C:9]([F:15])[CH:8]=1)[CH:4]=[CH2:5]. Given the reactants [H-].[Na+].[CH2:3]([O:6][C:7]1[CH:12]=[CH:11][C:10]([CH2:13]Cl)=[C:9]([F:15])[CH:8]=1)[CH:4]=[CH2:5].[N:16]1([CH2:21][CH2:22][OH:23])[CH:20]=[CH:19][N:18]=[N:17]1.O, predict the reaction product. (9) Given the reactants Cl[C:2]1[C:11]2[C:6](=[CH:7][C:8]([C:12]3[CH:13]=[C:14]([CH:21]=[CH:22][C:23]=3[CH3:24])[C:15]([NH:17][CH:18]3[CH2:20][CH2:19]3)=[O:16])=[CH:9][CH:10]=2)[CH:5]=[N:4][N:3]=1.[C:25]1([CH3:34])[CH:30]=[CH:29][CH:28]=[CH:27][C:26]=1B(O)O.C(=O)([O-])[O-].[K+].[K+], predict the reaction product. The product is: [CH:18]1([NH:17][C:15](=[O:16])[C:14]2[CH:21]=[CH:22][C:23]([CH3:24])=[C:12]([C:8]3[CH:7]=[C:6]4[C:11](=[CH:10][CH:9]=3)[C:2]([C:26]3[CH:27]=[CH:28][CH:29]=[CH:30][C:25]=3[CH3:34])=[N:3][N:4]=[CH:5]4)[CH:13]=2)[CH2:20][CH2:19]1. (10) The product is: [CH3:1][O:2][C:3]([C@H:5]1[C@@H:10]([C:11]2[CH:12]=[CH:13][C:14]([O:17][CH:36]3[CH2:37][CH2:38][CH2:39][CH2:40][O:35]3)=[CH:15][CH:16]=2)[CH2:9][CH2:8][O:7][CH2:6]1)=[O:4]. Given the reactants [CH3:1][O:2][C:3]([C@H:5]1[C@@H:10]([C:11]2[CH:16]=[CH:15][C:14]([OH:17])=[CH:13][CH:12]=2)[CH2:9][CH2:8][O:7][CH2:6]1)=[O:4].C1(C)C=CC(S([O-])(=O)=O)=CC=1.[NH+]1C=CC=CC=1.[O:35]1[CH:40]=[CH:39][CH2:38][CH2:37][CH2:36]1, predict the reaction product.